Dataset: Forward reaction prediction with 1.9M reactions from USPTO patents (1976-2016). Task: Predict the product of the given reaction. Given the reactants [CH3:1][O:2][CH2:3][CH2:4][C:5](Cl)=[O:6].[O:8]([CH2:15][CH2:16][NH:17][C:18]1[C:27]2[C:22](=[CH:23][CH:24]=[CH:25][CH:26]=2)[N:21]=[CH:20][C:19]=1[NH2:28])[C:9]1[CH:14]=[CH:13][CH:12]=[CH:11][CH:10]=1.CCCCCC, predict the reaction product. The product is: [CH3:1][O:2][CH2:3][CH2:4][C:5]([NH:28][C:19]1[CH:20]=[N:21][C:22]2[C:27]([C:18]=1[NH:17][CH2:16][CH2:15][O:8][C:9]1[CH:14]=[CH:13][CH:12]=[CH:11][CH:10]=1)=[CH:26][CH:25]=[CH:24][CH:23]=2)=[O:6].